This data is from Reaction yield outcomes from USPTO patents with 853,638 reactions. The task is: Predict the reaction yield, written as a fraction of the theoretical maximum amount of product (1.0 means a 100% yield; for example, 0.34 means a 34% yield). (1) The reactants are Br[C:2]1[CH:9]=[CH:8][CH:7]=[CH:6][C:3]=1[CH:4]=O.CN(C=O)C. The catalyst is C1(C)C=CC=CC=1.[Cu]. The product is [C:3]1([C:4]2[CH:8]=[CH:9][CH:2]=[CH:3][CH:4]=2)[CH:6]=[CH:7][CH:8]=[CH:9][CH:2]=1. The yield is 0.500. (2) The reactants are [CH2:1]([O:3][C:4]([C:6]1([C:21]([O:23]CC)=[O:22])[CH2:10][CH2:9][N:8]([C:11](=[O:20])[C:12]2[CH:17]=[CH:16][C:15]([O:18][CH3:19])=[CH:14][CH:13]=2)[CH2:7]1)=[O:5])[CH3:2].O.C(OCC)(=O)C.Cl. The catalyst is C(#N)C. The product is [CH2:1]([O:3][C:4]([C:6]1([C:21]([OH:23])=[O:22])[CH2:10][CH2:9][N:8]([C:11](=[O:20])[C:12]2[CH:13]=[CH:14][C:15]([O:18][CH3:19])=[CH:16][CH:17]=2)[CH2:7]1)=[O:5])[CH3:2]. The yield is 0.530.